Dataset: Forward reaction prediction with 1.9M reactions from USPTO patents (1976-2016). Task: Predict the product of the given reaction. (1) Given the reactants [CH3:1][O:2][C:3](=[O:12])[C:4]1[CH:9]=[CH:8][C:7]([CH2:10]Br)=[CH:6][CH:5]=1.[N-:13]=[N+:14]=[N-:15].[Na+], predict the reaction product. The product is: [CH3:1][O:2][C:3](=[O:12])[C:4]1[CH:9]=[CH:8][C:7]([CH2:10][N:13]=[N+:14]=[N-:15])=[CH:6][CH:5]=1. (2) Given the reactants [NH:1]1[CH2:5][CH2:4][CH2:3][C:2]1=[O:6].CC(C)([O-])C.[K+].[C:13]([O:17][C:18]([N:20]1[C:28]2[C:23](=[CH:24][C:25]([Br:31])=[C:26]([CH2:29]Br)[CH:27]=2)[C:22]([CH3:33])([CH3:32])[CH2:21]1)=[O:19])([CH3:16])([CH3:15])[CH3:14].[Cl-].[NH4+], predict the reaction product. The product is: [C:13]([O:17][C:18]([N:20]1[C:28]2[C:23](=[CH:24][C:25]([Br:31])=[C:26]([CH2:29][N:1]3[CH2:5][CH2:4][CH2:3][C:2]3=[O:6])[CH:27]=2)[C:22]([CH3:33])([CH3:32])[CH2:21]1)=[O:19])([CH3:16])([CH3:15])[CH3:14]. (3) Given the reactants [OH:1][C:2]1[C:3]([C:8]([NH:10][CH3:11])=O)=[N:4][NH:5][C:6]=1[CH3:7].B.CSC.Cl, predict the reaction product. The product is: [CH3:7][C:6]1[NH:5][N:4]=[C:3]([CH2:8][NH:10][CH3:11])[C:2]=1[OH:1]. (4) Given the reactants [NH2:1][N:2]1[N:11]=[C:10]([C:12]2[CH:17]=[CH:16][C:15]([Cl:18])=[CH:14][CH:13]=2)[C:9]2[C:4](=[CH:5][CH:6]=[CH:7][CH:8]=2)[C:3]1=[O:19].[CH:20]1[C:29]2[C:24](=[CH:25][CH:26]=[CH:27][CH:28]=2)[CH:23]=[CH:22][C:21]=1[CH2:30][C:31](O)=[O:32], predict the reaction product. The product is: [Cl:18][C:15]1[CH:16]=[CH:17][C:12]([C:10]2[C:9]3[C:4](=[CH:5][CH:6]=[CH:7][CH:8]=3)[C:3](=[O:19])[N:2]([NH:1][C:31](=[O:32])[CH2:30][C:21]3[CH:22]=[CH:23][C:24]4[C:29](=[CH:28][CH:27]=[CH:26][CH:25]=4)[CH:20]=3)[N:11]=2)=[CH:13][CH:14]=1.